Dataset: hERG Central: cardiac toxicity at 1µM, 10µM, and general inhibition. Task: Predict hERG channel inhibition at various concentrations. (1) Results: hERG_inhib (hERG inhibition (general)): blocker. The compound is O=C(c1ccc(=O)n(Cc2ccccc2)n1)N1CCN(C/C=C/c2ccccc2)CC1. (2) The drug is O=C(Nc1nc2ccccc2n1CCN1CCCC1)C1CCCCC1. Results: hERG_inhib (hERG inhibition (general)): blocker.